Dataset: Full USPTO retrosynthesis dataset with 1.9M reactions from patents (1976-2016). Task: Predict the reactants needed to synthesize the given product. (1) The reactants are: C1(P(C2C=CC=CC=2)C2C=CC=CC=2)C=CC=CC=1.[C:20]([Br:24])(Br)(Br)Br.OC[CH2:27][C:28]1[CH:29]=[CH:30][C:31]2[N:32]([N:34]=[C:35]([C:48]3[CH:53]=[CH:52][CH:51]=[CH:50][CH:49]=3)[C:36]=2[CH2:37][C:38]2[N:43]=[C:42]([C:44]([O:46][CH3:47])=[O:45])[CH:41]=[CH:40][CH:39]=2)[CH:33]=1. Given the product [Br:24][CH2:20][CH2:27][C:28]1[CH:29]=[CH:30][C:31]2[N:32]([N:34]=[C:35]([C:48]3[CH:53]=[CH:52][CH:51]=[CH:50][CH:49]=3)[C:36]=2[CH2:37][C:38]2[N:43]=[C:42]([C:44]([O:46][CH3:47])=[O:45])[CH:41]=[CH:40][CH:39]=2)[CH:33]=1, predict the reactants needed to synthesize it. (2) Given the product [O:16]1[C:20]2[CH:21]=[CH:22][CH:23]=[CH:24][C:19]=2[C:18]([O:25][C@@H:4]2[C:5]3[C:10](=[CH:9][CH:8]=[C:7]([C:12]#[N:13])[CH:6]=3)[O:11][C:2]([CH3:1])([CH3:15])[C@H:3]2[OH:14])=[N:17]1, predict the reactants needed to synthesize it. The reactants are: [CH3:1][C:2]1([CH3:15])[O:11][C:10]2[C:5](=[CH:6][C:7]([C:12]#[N:13])=[CH:8][CH:9]=2)[C@@H:4]2[O:14][C@H:3]12.[O:16]1[C:20]2[CH:21]=[CH:22][CH:23]=[CH:24][C:19]=2[C:18](=[O:25])[NH:17]1. (3) Given the product [F:15][C:14]([F:16])([F:17])[C:12]1[CH:13]=[C:8]([CH:6]([N:1]=[N+:2]=[N-:3])[CH3:7])[CH:9]=[C:10]([C:18]([F:19])([F:20])[F:21])[CH:11]=1, predict the reactants needed to synthesize it. The reactants are: [N-:1]=[N+:2]=[N-:3].[Na+].Br[C@@H:6]([C:8]1[CH:13]=[C:12]([C:14]([F:17])([F:16])[F:15])[CH:11]=[C:10]([C:18]([F:21])([F:20])[F:19])[CH:9]=1)[CH3:7]. (4) Given the product [OH:23][C:18]1[CH:19]=[N:20][CH:21]=[CH:22][C:17]=1[NH:16][C:9]([C:7]1[S:8][C:4]([N+:1]([O-:3])=[O:2])=[CH:5][CH:6]=1)=[O:11], predict the reactants needed to synthesize it. The reactants are: [N+:1]([C:4]1[S:8][C:7]([C:9]([OH:11])=O)=[CH:6][CH:5]=1)([O-:3])=[O:2].O=S(Cl)Cl.[NH2:16][C:17]1[CH:22]=[CH:21][N:20]=[CH:19][C:18]=1[OH:23].C([O-])([O-])=O.[Na+].[Na+]. (5) Given the product [Br:1][C:2]1[CH:7]=[C:6]([CH3:8])[CH:5]=[C:4]([C:9]([CH3:10])([CH3:12])[CH3:11])[C:3]=1[O:13][CH3:16], predict the reactants needed to synthesize it. The reactants are: [Br:1][C:2]1[CH:7]=[C:6]([CH3:8])[CH:5]=[C:4]([C:9]([CH3:12])([CH3:11])[CH3:10])[C:3]=1[OH:13].[OH-].[K+].[CH3:16]S(C)=O.IC.